This data is from Experimentally validated miRNA-target interactions with 360,000+ pairs, plus equal number of negative samples. The task is: Binary Classification. Given a miRNA mature sequence and a target amino acid sequence, predict their likelihood of interaction. The miRNA is hsa-miR-218-5p with sequence UUGUGCUUGAUCUAACCAUGU. The protein sequence of the target gene is MTQAEKGDTENGKEKGGEKEKEQRGVKRPIVPALVPESLQEQIQSNFIIVIHPGSTTLRIGRATDTLPASIPHVIARRHKQQGQPLYKDSWLLREGLNKPESNEQRQNGLKMVDQAIWSKKMSNGTRRIPVSPEQARSYNKQMRPAILDHCSGNKWTNTSHHPEYLVGEEALYVNPLDCYNIHWPIRRGQLNIHPGPGGSLTAVLADIEVIWSHAIQKYLEIPLKDLKYYRCILLIPDIYNKQHVKELVNMILMKMGFSGIVVHQESVCATYGSGLSSTCIVDVGDQKTSVCCVEDGVSH.... Result: 1 (interaction).